Dataset: Full USPTO retrosynthesis dataset with 1.9M reactions from patents (1976-2016). Task: Predict the reactants needed to synthesize the given product. Given the product [CH3:19][O:20][C:21](=[O:22])[CH2:23][C:24]1[C:28]2[CH:29]=[CH:30][C:31]([C:33](=[O:34])[NH:1][CH:2]([C:3](=[O:4])[NH:5][CH2:6][C:7]3[CH:12]=[CH:11][CH:10]=[CH:9][CH:8]=3)[C:13]3[CH:18]=[CH:17][CH:16]=[CH:15][CH:14]=3)=[CH:32][C:27]=2[O:26][CH:25]=1, predict the reactants needed to synthesize it. The reactants are: [NH2:1][CH:2]([C:13]1[CH:18]=[CH:17][CH:16]=[CH:15][CH:14]=1)[C:3]([NH:5][CH2:6][C:7]1[CH:12]=[CH:11][CH:10]=[CH:9][CH:8]=1)=[O:4].[CH3:19][O:20][C:21]([CH2:23][C:24]1[C:28]2[CH:29]=[CH:30][C:31]([C:33](O)=[O:34])=[CH:32][C:27]=2[O:26][CH:25]=1)=[O:22].